Dataset: Reaction yield outcomes from USPTO patents with 853,638 reactions. Task: Predict the reaction yield, written as a fraction of the theoretical maximum amount of product (1.0 means a 100% yield; for example, 0.34 means a 34% yield). The reactants are [CH3:1][N:2]1[C:10]([CH:11]=O)=[N:9][C:8]2[C:3]1=[N:4][CH:5]=[N:6][C:7]=2[N:13]1[CH2:18][CH2:17][O:16][CH2:15][CH2:14]1.[NH:19]1[CH2:22][CH:21]([CH:23]([OH:27])[CH:24]([CH3:26])[CH3:25])[CH2:20]1.C(O[BH-](O[C:38](=O)[CH3:39])OC(=O)C)(=O)C.[Na+].Cl[CH2:43][CH2:44]Cl. The yield is 0.370. The product is [CH2:8]([C:3]1[N:2]([C:5]2[N:4]=[C:3]3[C:8]([N:9]=[C:10]([CH2:11][N:19]4[CH2:22][CH:21]([CH:23]([OH:27])[CH:24]([CH3:26])[CH3:25])[CH2:20]4)[N:2]3[CH3:1])=[C:7]([N:13]3[CH2:18][CH2:17][O:16][CH2:15][CH2:14]3)[N:6]=2)[C:10]2[CH:11]=[CH:43][CH:44]=[CH:39][C:38]=2[N:4]=1)[CH3:7]. No catalyst specified.